Predict the reaction yield, written as a fraction of the theoretical maximum amount of product (1.0 means a 100% yield; for example, 0.34 means a 34% yield). From a dataset of Reaction yield outcomes from USPTO patents with 853,638 reactions. (1) The product is [CH3:9][O:8][C:6]1[N:7]=[C:2](/[CH:18]=[CH:17]/[C:16]([NH:20][NH:21][C:22]([O:24][C:25]([CH3:28])([CH3:27])[CH3:26])=[O:23])=[O:19])[CH:3]=[CH:4][C:5]=1[N:10]1[CH:14]=[C:13]([CH3:15])[N:12]=[CH:11]1. The yield is 0.870. The reactants are Br[C:2]1[N:7]=[C:6]([O:8][CH3:9])[C:5]([N:10]2[CH:14]=[C:13]([CH3:15])[N:12]=[CH:11]2)=[CH:4][CH:3]=1.[C:16]([NH:20][NH:21][C:22]([O:24][C:25]([CH3:28])([CH3:27])[CH3:26])=[O:23])(=[O:19])[CH:17]=[CH2:18].C(N(CC)C(C)C)(C)C. The catalyst is C([O-])(=O)C.[Pd+2].C([O-])(=O)C.C1(C)C=CC=CC=1P(C1C=CC=CC=1C)C1C=CC=CC=1C.CN(C=O)C. (2) The reactants are [CH2:1]([C:3]1[O:7][N:6]=[C:5]([NH2:8])[CH:4]=1)[CH3:2].[C:9]([O:12][CH2:13][C:14]1[C:15]([N:29]2[CH2:40][CH2:39][N:38]3[C:31](=[CH:32][C:33]4[CH2:34][C:35]([CH3:42])([CH3:41])[CH2:36][C:37]=43)[C:30]2=[O:43])=[N:16][CH:17]=[CH:18][C:19]=1[C:20]1[CH:25]=[C:24](Br)[C:23](=[O:27])[N:22]([CH3:28])[CH:21]=1)(=[O:11])[CH3:10].CC1(C)C2C(=C(P(C3C=CC=CC=3)C3C=CC=CC=3)C=CC=2)OC2C(P(C3C=CC=CC=3)C3C=CC=CC=3)=CC=CC1=2.C([O-])([O-])=O.[Cs+].[Cs+]. The catalyst is C1C=CC(/C=C/C(/C=C/C2C=CC=CC=2)=O)=CC=1.C1C=CC(/C=C/C(/C=C/C2C=CC=CC=2)=O)=CC=1.C1C=CC(/C=C/C(/C=C/C2C=CC=CC=2)=O)=CC=1.[Pd].[Pd].O1CCOCC1. The product is [C:9]([O:12][CH2:13][C:14]1[C:15]([N:29]2[CH2:40][CH2:39][N:38]3[C:31](=[CH:32][C:33]4[CH2:34][C:35]([CH3:42])([CH3:41])[CH2:36][C:37]=43)[C:30]2=[O:43])=[N:16][CH:17]=[CH:18][C:19]=1[C:20]1[CH:25]=[C:24]([NH:8][C:5]2[CH:4]=[C:3]([CH2:1][CH3:2])[O:7][N:6]=2)[C:23](=[O:27])[N:22]([CH3:28])[CH:21]=1)(=[O:11])[CH3:10]. The yield is 0.495.